Dataset: Reaction yield outcomes from USPTO patents with 853,638 reactions. Task: Predict the reaction yield, written as a fraction of the theoretical maximum amount of product (1.0 means a 100% yield; for example, 0.34 means a 34% yield). (1) The reactants are [C:1]([O:5][C:6]([N:8]1[C:17]2[C:12](=[CH:13][CH:14]=[C:15]([N+:18]([O-])=O)[CH:16]=2)[C:11]([CH3:22])([CH3:21])[CH2:10][CH2:9]1)=[O:7])([CH3:4])([CH3:3])[CH3:2]. The catalyst is CO.[Pd]. The product is [NH2:18][C:15]1[CH:16]=[C:17]2[C:12]([C:11]([CH3:22])([CH3:21])[CH2:10][CH2:9][N:8]2[C:6]([O:5][C:1]([CH3:4])([CH3:3])[CH3:2])=[O:7])=[CH:13][CH:14]=1. The yield is 0.950. (2) The reactants are [C:1]([OH:10])(=[O:9])/[CH:2]=[CH:3]\[CH:4]=[CH:5]\[C:6]([OH:8])=[O:7].II. The catalyst is C(O)C. The product is [C:1]([OH:10])(=[O:9])/[CH:2]=[CH:3]/[CH:4]=[CH:5]/[C:6]([OH:8])=[O:7]. The yield is 0.670. (3) The catalyst is CC(N(C)C)=O. The yield is 0.310. The reactants are [CH:1]1([N:7]2[C:12]([OH:13])=[C:11]([C:14]([NH:16][CH2:17][C:18]([O:20]CC)=[O:19])=[O:15])[C:10](=[O:23])[NH:9][C:8]2=[O:24])[CH2:6][CH2:5][CH2:4][CH2:3][CH2:2]1.C(=O)([O-])[O-].[K+].[K+].[Br:31][C:32]1[CH:39]=[CH:38][C:37]([F:40])=[CH:36][C:33]=1[CH2:34]Br.Cl. The product is [Br:31][C:32]1[CH:39]=[CH:38][C:37]([F:40])=[CH:36][C:33]=1[CH2:34][N:9]1[C:10](=[O:23])[C:11]([C:14]([NH:16][CH2:17][C:18]([OH:20])=[O:19])=[O:15])=[C:12]([OH:13])[N:7]([CH:1]2[CH2:2][CH2:3][CH2:4][CH2:5][CH2:6]2)[C:8]1=[O:24].